This data is from Peptide-MHC class II binding affinity with 134,281 pairs from IEDB. The task is: Regression. Given a peptide amino acid sequence and an MHC pseudo amino acid sequence, predict their binding affinity value. This is MHC class II binding data. (1) The peptide sequence is MCHATLTYRMLEPTR. The MHC is DRB1_1101 with pseudo-sequence DRB1_1101. The binding affinity (normalized) is 0.616. (2) The peptide sequence is ATGTDMPGGYCLEKW. The MHC is DRB1_0101 with pseudo-sequence DRB1_0101. The binding affinity (normalized) is 0.476. (3) The peptide sequence is FAEVLKDAIKDLVMTKPAPTCNIR. The MHC is DRB1_0401 with pseudo-sequence DRB1_0401. The binding affinity (normalized) is 0.324.